Dataset: Forward reaction prediction with 1.9M reactions from USPTO patents (1976-2016). Task: Predict the product of the given reaction. (1) Given the reactants [F:1][C:2]1[CH:7]=[CH:6][C:5]([CH3:8])=[CH:4][C:3]=1[NH:9][C:10]([NH:12][C:13]1[CH:18]=[CH:17][C:16]([S:19][C:20]2[CH:25]=[CH:24][N:23]=[C:22]([C:26]3[NH:30][CH:29]=[C:28]([C:31]([O:33]C)=[O:32])[CH:27]=3)[CH:21]=2)=[CH:15][CH:14]=1)=[O:11].C1COCC1.CO.[OH-].[Na+].Cl, predict the reaction product. The product is: [F:1][C:2]1[CH:7]=[CH:6][C:5]([CH3:8])=[CH:4][C:3]=1[NH:9][C:10]([NH:12][C:13]1[CH:18]=[CH:17][C:16]([S:19][C:20]2[CH:25]=[CH:24][N:23]=[C:22]([C:26]3[NH:30][CH:29]=[C:28]([C:31]([OH:33])=[O:32])[CH:27]=3)[CH:21]=2)=[CH:15][CH:14]=1)=[O:11]. (2) Given the reactants [CH3:1][CH:2]([CH3:46])[C@H:3]([NH:41][C:42](=[O:45])[O:43][CH3:44])[C:4](=[O:40])[N:5]1[C@H:10]([C:11]2[NH:12][C:13]([C:16]3[CH:29]=[CH:28][C:27]4[C:26]5[C:21](=[CH:22][C:23](B6OC(C)(C)C(C)(C)O6)=[CH:24][CH:25]=5)[CH2:20][CH2:19][C:18]=4[CH:17]=3)=[CH:14][N:15]=2)[C@@H:9]2[CH2:39][C@H:6]1[CH2:7][CH2:8]2.Br[C:48]1[N:49]=[C:50]([C@@H:53]2[CH2:57][CH2:56][CH2:55][N:54]2[C:58]([O:60][C:61]([CH3:64])([CH3:63])[CH3:62])=[O:59])[NH:51][CH:52]=1.C(=O)([O-])[O-].[K+].[K+], predict the reaction product. The product is: [CH3:44][O:43][C:42]([NH:41][C@@H:3]([CH:2]([CH3:46])[CH3:1])[C:4]([N:5]1[C@H:10]([C:11]2[NH:12][C:13]([C:16]3[CH:17]=[C:18]4[C:27]([C:26]5[CH:25]=[CH:24][C:23]([C:48]6[NH:49][C:50]([CH:53]7[CH2:57][CH2:56][CH2:55][N:54]7[C:58]([O:60][C:61]([CH3:64])([CH3:63])[CH3:62])=[O:59])=[N:51][CH:52]=6)=[CH:22][C:21]=5[CH2:20][CH2:19]4)=[CH:28][CH:29]=3)=[CH:14][N:15]=2)[C@@H:9]2[CH2:39][C@H:6]1[CH2:7][CH2:8]2)=[O:40])=[O:45]. (3) Given the reactants I([O-])(=O)(=O)=O.[Na+].[Cl:7][C:8]1[CH:9]=[C:10]([C@@H:16]([CH2:20][CH:21]2[CH2:24][C:23](=[O:25])[CH2:22]2)[C:17]([OH:19])=[O:18])[CH:11]=[CH:12][C:13]=1[S:14][CH3:15].[Mn]([O-])(=O)(=O)=[O:27].[K+].[OH2:32], predict the reaction product. The product is: [Cl:7][C:8]1[CH:9]=[C:10]([C@@H:16]([CH2:20][CH:21]2[CH2:22][C:23](=[O:25])[CH2:24]2)[C:17]([OH:19])=[O:18])[CH:11]=[CH:12][C:13]=1[S:14]([CH3:15])(=[O:27])=[O:32].